Task: Predict the reactants needed to synthesize the given product.. Dataset: Full USPTO retrosynthesis dataset with 1.9M reactions from patents (1976-2016) Given the product [OH:38][CH2:37][C:36]1[N:32]([C:28]2[CH:27]=[C:26]([C:25]3[CH2:24][C:23](=[O:46])[NH:22][C:9]4[CH:10]=[C:11]([C:20]#[N:21])[C:12]([N:14]([CH2:16][CH:17]([CH3:19])[CH3:18])[CH3:15])=[CH:13][C:8]=4[N:7]=3)[CH:31]=[CH:30][CH:29]=2)[N:33]=[N:34][CH:35]=1, predict the reactants needed to synthesize it. The reactants are: C(OC(=O)[NH:7][C:8]1[CH:13]=[C:12]([N:14]([CH2:16][CH:17]([CH3:19])[CH3:18])[CH3:15])[C:11]([C:20]#[N:21])=[CH:10][C:9]=1[NH:22][C:23](=[O:46])[CH2:24][C:25](=O)[C:26]1[CH:31]=[CH:30][CH:29]=[C:28]([N:32]2[C:36]([CH2:37][O:38]C3CCCCO3)=[CH:35][N:34]=[N:33]2)[CH:27]=1)(C)(C)C.C(O)(C(F)(F)F)=O.